Dataset: Full USPTO retrosynthesis dataset with 1.9M reactions from patents (1976-2016). Task: Predict the reactants needed to synthesize the given product. (1) Given the product [CH:1]1([N:5]2[CH2:10][CH2:9][CH:8]([O:11][C:12]3[CH:17]=[CH:16][C:15]([N:49]4[CH:48]=[C:47]([N+:44]([O-:46])=[O:45])[CH:51]=[N:50]4)=[CH:14][CH:13]=3)[CH2:7][CH2:6]2)[CH2:4][CH2:3][CH2:2]1, predict the reactants needed to synthesize it. The reactants are: [CH:1]1([N:5]2[CH2:10][CH2:9][CH:8]([O:11][C:12]3[CH:17]=[CH:16][C:15](I)=[CH:14][CH:13]=3)[CH2:7][CH2:6]2)[CH2:4][CH2:3][CH2:2]1.OC1CCN(C(OC(C)(C)C)=O)CC1.C1(N2CCC(O)CC2)CCC1.[N+:44]([C:47]1[CH:48]=[N:49][NH:50][CH:51]=1)([O-:46])=[O:45].CN[C@@H]1CCCC[C@H]1NC.C(=O)([O-])[O-].[Cs+].[Cs+]. (2) Given the product [N:3]1[CH:4]=[CH:5][CH:6]=[CH:7][C:2]=1[C:20]1[C:14]2[O:13][C:12]3[CH:11]=[CH:10][CH:9]=[CH:8][C:16]=3[C:15]=2[CH:17]=[CH:18][CH:19]=1, predict the reactants needed to synthesize it. The reactants are: Br[C:2]1[CH:7]=[CH:6][CH:5]=[CH:4][N:3]=1.[CH:8]1[C:16]2[C:15]3[CH:17]=[CH:18][CH:19]=[CH:20][C:14]=3[O:13][C:12]=2[C:11](B(O)O)=[CH:10][CH:9]=1.O.[O-]P([O-])([O-])=O.[K+].[K+].[K+].C1(C)C=CC=CC=1. (3) The reactants are: [NH2:1][C:2]1[C:11]([NH2:12])=[C:10]2[C:5]([C:6]([CH3:16])([CH3:15])[C:7](=[O:14])[NH:8][C:9]2=[O:13])=[CH:4][C:3]=1[Br:17].[CH3:18][C:19]1[CH:26]=[CH:25][C:22]([CH:23]=O)=[CH:21][C:20]=1[N+:27]([O-:29])=[O:28].C1(Cl)C(=O)C(Cl)=C(Cl)C(=O)C=1Cl. Given the product [Br:17][C:3]1[C:2]2[N:1]=[C:23]([C:22]3[CH:25]=[CH:26][C:19]([CH3:18])=[C:20]([N+:27]([O-:29])=[O:28])[CH:21]=3)[NH:12][C:11]=2[C:10]2[C:9](=[O:13])[NH:8][C:7](=[O:14])[C:6]([CH3:15])([CH3:16])[C:5]=2[CH:4]=1, predict the reactants needed to synthesize it. (4) Given the product [C:10]([O:14][C:15]([N:17]1[CH2:22][CH2:21][N:20]([CH:23]([C:26]2[CH:31]=[CH:30][CH:29]=[CH:28][C:27]=2[Cl:32])[CH2:24][NH2:25])[CH2:19][CH2:18]1)=[O:16])([CH3:13])([CH3:11])[CH3:12], predict the reactants needed to synthesize it. The reactants are: [BH4-].[Na+].C(O)(C(F)(F)F)=O.[C:10]([O:14][C:15]([N:17]1[CH2:22][CH2:21][N:20]([CH:23]([C:26]2[CH:31]=[CH:30][CH:29]=[CH:28][C:27]=2[Cl:32])[C:24]#[N:25])[CH2:19][CH2:18]1)=[O:16])([CH3:13])([CH3:12])[CH3:11]. (5) The reactants are: I[C:2]1[CH:7]=[CH:6][N:5]=[C:4]([N:8]2[C:16]3[CH2:15][C:14]([CH3:18])([CH3:17])[CH2:13][CH2:12][C:11]=3[C:10]([C:19]([NH2:21])=[O:20])=[N:9]2)[CH:3]=1.[C:22]([C@:24]1([OH:31])[CH2:28][CH2:27][N:26]([CH3:29])[C:25]1=[O:30])#[CH:23]. Given the product [OH:31][C@@:24]1([C:22]#[C:23][C:2]2[CH:7]=[CH:6][N:5]=[C:4]([N:8]3[C:16]4[CH2:15][C:14]([CH3:18])([CH3:17])[CH2:13][CH2:12][C:11]=4[C:10]([C:19]([NH2:21])=[O:20])=[N:9]3)[CH:3]=2)[CH2:28][CH2:27][N:26]([CH3:29])[C:25]1=[O:30], predict the reactants needed to synthesize it. (6) Given the product [Br:28][C:9]1[C:8]2[CH2:23][CH2:24][CH2:25][CH2:26][N:5]([C:1]([CH3:4])([CH3:2])[CH3:3])[C:6](=[O:27])[C:7]=2[N:11]2[CH2:12][CH2:13][C:14]3[CH:15]=[C:16]([O:21][CH3:22])[C:17]([F:20])=[CH:18][C:19]=3[C:10]=12, predict the reactants needed to synthesize it. The reactants are: [C:1]([N:5]1[CH2:26][CH2:25][CH2:24][CH2:23][C:8]2[CH:9]=[C:10]3[C:19]4[CH:18]=[C:17]([F:20])[C:16]([O:21][CH3:22])=[CH:15][C:14]=4[CH2:13][CH2:12][N:11]3[C:7]=2[C:6]1=[O:27])([CH3:4])([CH3:3])[CH3:2].[Br:28]N1C(=O)CCC1=O.O.